Dataset: NCI-60 drug combinations with 297,098 pairs across 59 cell lines. Task: Regression. Given two drug SMILES strings and cell line genomic features, predict the synergy score measuring deviation from expected non-interaction effect. (1) Drug 1: CC1C(C(CC(O1)OC2CC(CC3=C2C(=C4C(=C3O)C(=O)C5=C(C4=O)C(=CC=C5)OC)O)(C(=O)C)O)N)O.Cl. Drug 2: COC1=NC(=NC2=C1N=CN2C3C(C(C(O3)CO)O)O)N. Cell line: RPMI-8226. Synergy scores: CSS=45.8, Synergy_ZIP=21.0, Synergy_Bliss=22.1, Synergy_Loewe=-20.2, Synergy_HSA=18.1. (2) Drug 1: CC1C(C(=O)NC(C(=O)N2CCCC2C(=O)N(CC(=O)N(C(C(=O)O1)C(C)C)C)C)C(C)C)NC(=O)C3=C4C(=C(C=C3)C)OC5=C(C(=O)C(=C(C5=N4)C(=O)NC6C(OC(=O)C(N(C(=O)CN(C(=O)C7CCCN7C(=O)C(NC6=O)C(C)C)C)C)C(C)C)C)N)C. Drug 2: COCCOC1=C(C=C2C(=C1)C(=NC=N2)NC3=CC=CC(=C3)C#C)OCCOC.Cl. Cell line: SN12C. Synergy scores: CSS=17.8, Synergy_ZIP=-7.85, Synergy_Bliss=-3.47, Synergy_Loewe=-8.17, Synergy_HSA=0.586.